Dataset: Full USPTO retrosynthesis dataset with 1.9M reactions from patents (1976-2016). Task: Predict the reactants needed to synthesize the given product. The reactants are: Cl[C:2]1[CH:3]=[CH:4][CH:5]=[C:6]2[C:10]=1[C:9](=[O:11])[CH:8]([CH2:12][CH:13]1[CH2:18][CH2:17][CH2:16][CH2:15][CH2:14]1)[CH2:7]2.C[C:20]1[C:25]([CH3:26])=[CH:24][CH:23]=[CH:22][C:21]=1B(O)O.[C:30](=O)([O-])[O-].[Na+].[Na+].C(O)CO. Given the product [CH3:26][C:25]1[CH:24]=[C:23]([C:2]2[CH:3]=[CH:4][CH:5]=[C:6]3[C:10]=2[C:9](=[O:11])[CH:8]([CH2:12][CH:13]2[CH2:18][CH2:17][CH2:16][CH2:15][CH2:14]2)[CH2:7]3)[CH:22]=[C:21]([CH3:30])[CH:20]=1, predict the reactants needed to synthesize it.